This data is from Forward reaction prediction with 1.9M reactions from USPTO patents (1976-2016). The task is: Predict the product of the given reaction. Given the reactants [NH2:1][C:2]1[CH:10]=[CH:9][C:8]([F:11])=[CH:7][C:3]=1[C:4]([OH:6])=O.F[P-](F)(F)(F)(F)F.N1(O[P+](N2CCCC2)(N2CCCC2)N2CCCC2)C2C=CC=CC=2N=N1.C(N(CC)C(C)C)(C)C.[CH:54]1([C:57]2[C:58]([O:68][CH2:69][CH:70]3[CH2:75][CH2:74][NH:73][CH2:72][CH2:71]3)=[CH:59][C:60]([F:67])=[C:61]([CH:66]=2)[C:62]([O:64][CH3:65])=[O:63])[CH2:56][CH2:55]1, predict the reaction product. The product is: [NH2:1][C:2]1[CH:10]=[CH:9][C:8]([F:11])=[CH:7][C:3]=1[C:4]([N:73]1[CH2:74][CH2:75][CH:70]([CH2:69][O:68][C:58]2[C:57]([CH:54]3[CH2:55][CH2:56]3)=[CH:66][C:61]([C:62]([O:64][CH3:65])=[O:63])=[C:60]([F:67])[CH:59]=2)[CH2:71][CH2:72]1)=[O:6].